The task is: Predict the product of the given reaction.. This data is from Forward reaction prediction with 1.9M reactions from USPTO patents (1976-2016). The product is: [F:29][C:28]([F:31])([F:30])[C:26]([OH:32])=[O:27].[CH2:17]([O:16][C:14]([N:11]1[CH2:12][CH2:13][NH:8][CH2:9][C:10]1([CH3:25])[CH3:24])=[O:15])[C:18]1[CH:19]=[CH:20][CH:21]=[CH:22][CH:23]=1. Given the reactants C(OC([N:8]1[CH2:13][CH2:12][N:11]([C:14]([O:16][CH2:17][C:18]2[CH:23]=[CH:22][CH:21]=[CH:20][CH:19]=2)=[O:15])[C:10]([CH3:25])([CH3:24])[CH2:9]1)=O)(C)(C)C.[C:26]([OH:32])([C:28]([F:31])([F:30])[F:29])=[O:27], predict the reaction product.